From a dataset of Reaction yield outcomes from USPTO patents with 853,638 reactions. Predict the reaction yield, written as a fraction of the theoretical maximum amount of product (1.0 means a 100% yield; for example, 0.34 means a 34% yield). (1) The reactants are [C:1]1(=[O:6])[CH2:5][CH2:4][CH2:3][CH2:2]1.[OH-:7].[Na+].[CH:9](=O)[C:10]1[CH:15]=[CH:14][CH:13]=[CH:12][CH:11]=1.[O:17]1[CH2:22][CH2:21][CH2:20][CH2:19][CH:18]1[O:23][C:24]1[CH:31]=[CH:30][C:27]([CH:28]=O)=[CH:26][CH:25]=1. The catalyst is C(O)C.O. The product is [O:7]1[CH2:5][CH2:4][CH2:3][CH2:2][CH:1]1[O:6][C:13]1[CH:14]=[CH:15][C:10]([CH:9]=[C:2]2[CH2:3][CH2:4][C:5](=[CH:28][C:27]3[CH:30]=[CH:31][C:24]([O:23][CH:18]4[CH2:19][CH2:20][CH2:21][CH2:22][O:17]4)=[CH:25][CH:26]=3)[C:1]2=[O:6])=[CH:11][CH:12]=1. The yield is 0.740. (2) The product is [C:1]([O:5][C:6]([C:8]1([CH2:11][CH:12]=[O:27])[CH2:10][CH2:9]1)=[O:7])([CH3:4])([CH3:3])[CH3:2]. The reactants are [C:1]([O:5][C:6]([C:8]1([CH2:11][CH:12]=C)[CH2:10][CH2:9]1)=[O:7])([CH3:4])([CH3:3])[CH3:2].CSC.C(N(CC)CC)C.[Cl-].[NH4+].C[OH:27]. The catalyst is ClCCl. The yield is 0.560. (3) The reactants are Cl.[C:2]1([C@@H:8]2[CH2:10][C@H:9]2[NH2:11])[CH:7]=[CH:6][CH:5]=[CH:4][CH:3]=1.[F:12][C:13]([F:23])([F:22])[C:14]1[CH:21]=[CH:20][C:17]([CH:18]=O)=[CH:16][CH:15]=1.[BH-](OC(C)=O)(OC(C)=O)OC(C)=O.[Na+]. The catalyst is C(Cl)Cl.O. The product is [C:2]1([C@@H:8]2[CH2:10][C@H:9]2[NH:11][CH2:18][C:17]2[CH:16]=[CH:15][C:14]([C:13]([F:12])([F:22])[F:23])=[CH:21][CH:20]=2)[CH:7]=[CH:6][CH:5]=[CH:4][CH:3]=1. The yield is 0.380.